Dataset: Catalyst prediction with 721,799 reactions and 888 catalyst types from USPTO. Task: Predict which catalyst facilitates the given reaction. Reactant: [CH:1]([NH:4][C:5]([C:7]1[CH:12]=[C:11]([O:13][C:14]2[CH:19]=[CH:18][CH:17]=[CH:16][CH:15]=2)[CH:10]=[CH:9][C:8]=1[NH:20][C:21]([C:23]1[CH:32]=[CH:31][C:26]([C:27]([O:29]C)=[O:28])=[CH:25][CH:24]=1)=[O:22])=[O:6])([CH3:3])[CH3:2].[OH-].[Na+].Cl. The catalyst class is: 1. Product: [CH:1]([NH:4][C:5]([C:7]1[CH:12]=[C:11]([O:13][C:14]2[CH:19]=[CH:18][CH:17]=[CH:16][CH:15]=2)[CH:10]=[CH:9][C:8]=1[NH:20][C:21]([C:23]1[CH:24]=[CH:25][C:26]([C:27]([OH:29])=[O:28])=[CH:31][CH:32]=1)=[O:22])=[O:6])([CH3:3])[CH3:2].